Dataset: Full USPTO retrosynthesis dataset with 1.9M reactions from patents (1976-2016). Task: Predict the reactants needed to synthesize the given product. Given the product [ClH:1].[F:2][C:3]1[CH:4]=[C:5]([N:14]2[C:18](=[O:19])[CH2:17][C:16]3([CH2:24][CH2:23][N:22]([CH2:37][C@H:35]([OH:36])[C:34]4[CH:33]=[CH:32][C:31]5[C:30](=[O:38])[O:29][CH2:28][C:27]=5[C:26]=4[CH3:25])[CH2:21][CH2:20]3)[CH2:15]2)[CH:6]=[CH:7][C:8]=1[N:9]1[CH:13]=[N:12][N:11]=[N:10]1, predict the reactants needed to synthesize it. The reactants are: [ClH:1].[F:2][C:3]1[CH:4]=[C:5]([N:14]2[C:18](=[O:19])[CH2:17][C:16]3([CH2:24][CH2:23][NH:22][CH2:21][CH2:20]3)[CH2:15]2)[CH:6]=[CH:7][C:8]=1[N:9]1[CH:13]=[N:12][N:11]=[N:10]1.[CH3:25][C:26]1[C:34]([C@@H:35]2[CH2:37][O:36]2)=[CH:33][CH:32]=[C:31]2[C:27]=1[CH2:28][O:29][C:30]2=[O:38].